This data is from Forward reaction prediction with 1.9M reactions from USPTO patents (1976-2016). The task is: Predict the product of the given reaction. Given the reactants [F:1][C:2]1[CH:3]=[C:4]([C:8]2[C:17](=O)[C:16]3[C:11](=[CH:12][C:13]([OH:19])=[CH:14][CH:15]=3)[O:10][CH:9]=2)[CH:5]=[CH:6][CH:7]=1, predict the reaction product. The product is: [F:1][C:2]1[CH:3]=[C:4]([CH:8]2[CH2:17][C:16]3[C:11](=[CH:12][C:13]([OH:19])=[CH:14][CH:15]=3)[O:10][CH2:9]2)[CH:5]=[CH:6][CH:7]=1.